This data is from Full USPTO retrosynthesis dataset with 1.9M reactions from patents (1976-2016). The task is: Predict the reactants needed to synthesize the given product. (1) Given the product [C:37]([NH:1][C:2]1[CH:7]=[CH:6][CH:5]=[CH:4][C:3]=1[NH:8][C:9](=[O:26])[C:10]1[C:15]([NH:16][C:17]2[CH:22]=[CH:21][C:20]([I:23])=[CH:19][C:18]=2[F:24])=[CH:14][N:13]=[CH:12][C:11]=1[F:25])(=[O:36])[CH3:38], predict the reactants needed to synthesize it. The reactants are: [NH2:1][C:2]1[CH:7]=[CH:6][CH:5]=[CH:4][C:3]=1[NH:8][C:9](=[O:26])[C:10]1[C:15]([NH:16][C:17]2[CH:22]=[CH:21][C:20]([I:23])=[CH:19][C:18]=2[F:24])=[CH:14][N:13]=[CH:12][C:11]=1[F:25].C[Si](C)(C)N[Si](C)(C)C.[O:36]1CC[CH2:38][CH2:37]1. (2) Given the product [CH3:12][O:13][CH2:14][O:7][CH2:6][C:5]1[CH:8]=[CH:9][C:2]([Br:1])=[CH:3][CH:4]=1, predict the reactants needed to synthesize it. The reactants are: [Br:1][C:2]1[CH:9]=[CH:8][C:5]([CH2:6][OH:7])=[CH:4][CH:3]=1.[Li+].[Br-].[CH3:12][O:13][CH2:14]OC. (3) Given the product [CH:38]1([CH2:37][CH2:19][C:18]2[O:17][N:16]=[C:15]([C:20]3[CH:21]=[CH:22][CH:23]=[CH:24][CH:25]=3)[C:14]=2[C:11]2[O:10][C:9]([C:8]3[CH:7]=[CH:6][C:5]([NH2:26])=[CH:4][C:3]=3[O:2][CH3:1])=[N:13][N:12]=2)[CH2:40][CH2:39]1, predict the reactants needed to synthesize it. The reactants are: [CH3:1][O:2][C:3]1[CH:4]=[C:5]([NH2:26])[CH:6]=[CH:7][C:8]=1[C:9]1[O:10][C:11]([C:14]2[C:15]([C:20]3[CH:25]=[CH:24][CH:23]=[CH:22][CH:21]=3)=[N:16][O:17][C:18]=2[CH3:19])=[N:12][N:13]=1.C(N(CC)C(C)C)(C)C.Br[CH2:37][CH:38]1[CH2:40][CH2:39]1.C[Si]([N-][Si](C)(C)C)(C)C.[K+]. (4) Given the product [Si:1]([O:8][CH2:9][C@@H:10]([NH:20][C:21](=[O:27])[O:22][C:23]([CH3:26])([CH3:25])[CH3:24])[CH2:11][N:12]1[CH2:17][CH2:16][CH2:15][CH2:14][C:13]1=[O:19])([C:4]([CH3:7])([CH3:6])[CH3:5])([CH3:3])[CH3:2], predict the reactants needed to synthesize it. The reactants are: [Si:1]([O:8][CH2:9][C@@H:10]([NH:20][C:21](=[O:27])[O:22][C:23]([CH3:26])([CH3:25])[CH3:24])[CH2:11][NH:12][C:13](=[O:19])[CH2:14][CH2:15][CH2:16][CH2:17]Cl)([C:4]([CH3:7])([CH3:6])[CH3:5])([CH3:3])[CH3:2].[H-].[Na+]. (5) Given the product [CH2:1]([O:3][C:4](=[O:36])[CH:5]([C:20]1[N:21]([CH3:35])[C:22]2[C:27]([C:28]=1[S:29][C:30]([CH3:32])([CH3:31])[CH3:33])=[CH:26][C:25]([O:34][CH2:38][C:39]1[CH:44]=[CH:43][C:42]([CH3:45])=[CH:41][N:40]=1)=[CH:24][CH:23]=2)[CH2:6][C:7]1[CH:12]=[CH:11][CH:10]=[C:9]([C:13]2[N:18]=[CH:17][C:16]([F:19])=[CH:15][N:14]=2)[CH:8]=1)[CH3:2], predict the reactants needed to synthesize it. The reactants are: [CH2:1]([O:3][C:4](=[O:36])[CH:5]([C:20]1[N:21]([CH3:35])[C:22]2[C:27]([C:28]=1[S:29][C:30]([CH3:33])([CH3:32])[CH3:31])=[CH:26][C:25]([OH:34])=[CH:24][CH:23]=2)[CH2:6][C:7]1[CH:12]=[CH:11][CH:10]=[C:9]([C:13]2[N:18]=[CH:17][C:16]([F:19])=[CH:15][N:14]=2)[CH:8]=1)[CH3:2].Cl[CH2:38][C:39]1[CH:44]=[CH:43][C:42]([CH3:45])=[CH:41][N:40]=1. (6) Given the product [N:33]1[CH:38]=[CH:37][CH:36]=[C:35]([CH2:8][N:15]2[CH2:20][CH2:19][CH2:18][CH:17]([CH2:21][N:22]([C:27]3[CH:28]=[CH:29][CH:30]=[CH:31][CH:32]=3)[C:23](=[O:26])[CH2:24][CH3:25])[CH2:16]2)[CH:34]=1, predict the reactants needed to synthesize it. The reactants are: FC(F)(F)C(O)=O.[C:8]([N:15]1[CH2:20][CH2:19][CH2:18][CH:17]([CH2:21][N:22]([C:27]2[CH:32]=[CH:31][CH:30]=[CH:29][CH:28]=2)[C:23](=[O:26])[CH2:24][CH3:25])[CH2:16]1)(OC(C)(C)C)=O.[N:33]1[CH:38]=[CH:37][CH:36]=[C:35](C=O)[CH:34]=1.[BH-](OC(C)=O)(OC(C)=O)OC(C)=O.[Na+]. (7) Given the product [C:46]1([C:9]2[CH:8]=[CH:7][C:6]3[C:11](=[C:12]([C:16]4[CH:28]=[CH:27][C:26]5[C:25]6[C:20](=[CH:21][CH:22]=[CH:23][CH:24]=6)[C:19]([CH3:30])([CH3:29])[C:18]=5[CH:17]=4)[C:13]4[C:4]([C:5]=3[C:31]3[CH:43]=[CH:42][C:41]5[C:40]6[C:35](=[CH:36][CH:37]=[CH:38][CH:39]=6)[C:34]([CH3:45])([CH3:44])[C:33]=5[CH:32]=3)=[CH:3][CH:2]=[CH:15][CH:14]=4)[CH:10]=2)[C:59]2[C:60]3=[C:61]4[C:56](=[CH:57][CH:58]=2)[CH:55]=[CH:54][CH:53]=[C:52]4[CH:51]=[CH:50][C:49]3=[CH:48][CH:47]=1, predict the reactants needed to synthesize it. The reactants are: Br[C:2]1[CH:15]=[CH:14][C:13]2[C:4](=[C:5]([C:31]3[CH:43]=[CH:42][C:41]4[C:40]5[C:35](=[CH:36][CH:37]=[CH:38][CH:39]=5)[C:34]([CH3:45])([CH3:44])[C:33]=4[CH:32]=3)[C:6]3[C:11]([C:12]=2[C:16]2[CH:28]=[CH:27][C:26]4[C:25]5[C:20](=[CH:21][CH:22]=[CH:23][CH:24]=5)[C:19]([CH3:30])([CH3:29])[C:18]=4[CH:17]=2)=[CH:10][CH:9]=[CH:8][CH:7]=3)[CH:3]=1.[C:46]1(B(O)O)[C:59]2[C:60]3=[C:61]4[C:56](=[CH:57][CH:58]=2)[CH:55]=[CH:54][CH:53]=[C:52]4[CH:51]=[CH:50][C:49]3=[CH:48][CH:47]=1.C1(C)C=CC=CC=1.C(=O)([O-])[O-].[Na+].[Na+].